The task is: Predict the product of the given reaction.. This data is from Forward reaction prediction with 1.9M reactions from USPTO patents (1976-2016). (1) Given the reactants [CH3:1][O:2][C:3](=[O:25])[CH:4]([N:11]1[CH2:16][CH2:15][N:14]([C:17]2[CH:22]=[CH:21][C:20]([NH2:23])=[CH:19][C:18]=2[F:24])[CH2:13][CH2:12]1)[C:5]1[CH:10]=[CH:9][CH:8]=[CH:7][CH:6]=1.[CH3:26][CH:27]([CH3:33])[CH2:28][CH2:29][C:30](Cl)=[O:31], predict the reaction product. The product is: [CH3:1][O:2][C:3](=[O:25])[CH:4]([N:11]1[CH2:12][CH2:13][N:14]([C:17]2[CH:22]=[CH:21][C:20]([NH:23][C:30](=[O:31])[CH2:29][CH2:28][CH:27]([CH3:33])[CH3:26])=[CH:19][C:18]=2[F:24])[CH2:15][CH2:16]1)[C:5]1[CH:10]=[CH:9][CH:8]=[CH:7][CH:6]=1. (2) Given the reactants [H-].[Na+].[I-].[Cl:4][C:5]1[CH:10]=[CH:9][C:8]([C:11]2[CH:16]=[CH:15][CH:14]=[CH:13][C:12]=2[CH2:17][P+](C2C=CC=CC=2)(C2C=CC=CC=2)C2C=CC=CC=2)=[CH:7][CH:6]=1.[CH2:37]1[O:47][C:40]2([CH2:45][CH2:44][C:43](=O)[CH2:42][CH2:41]2)[O:39][CH2:38]1.OS([O-])(=O)=O.[Na+], predict the reaction product. The product is: [Cl:4][C:5]1[CH:6]=[CH:7][C:8]([C:11]2[CH:16]=[CH:15][CH:14]=[CH:13][C:12]=2[CH:17]=[C:38]2[CH2:37][O:47][C:40]3([CH2:45][CH2:44][CH2:43][CH2:42][CH2:41]3)[O:39]2)=[CH:9][CH:10]=1. (3) Given the reactants C(=[NH:14])(C1C=CC=CC=1)C1C=CC=CC=1.Br[C:16]1[CH:17]=[C:18]2[C:23](=[CH:24][CH:25]=1)[CH:22]=[N:21][CH:20]=[CH:19]2.C(=O)([O-])[O-].[Cs+].[Cs+], predict the reaction product. The product is: [NH2:14][C:16]1[CH:17]=[C:18]2[C:23](=[CH:24][CH:25]=1)[CH:22]=[N:21][CH:20]=[CH:19]2. (4) Given the reactants N1C(N)=C2C(N=CN2)=NC=1.[NH2:11][C@H:12]([C:20]([NH:22][C@H:23]([C:31]([NH:33][C@H:34]([C:43]([OH:45])=[O:44])[CH2:35][C:36]1[CH:41]=[CH:40][C:39]([OH:42])=[CH:38][CH:37]=1)=[O:32])[CH2:24][C:25]1[CH:30]=[CH:29][CH:28]=[CH:27][CH:26]=1)=[O:21])[CH2:13][C:14]1[CH:19]=[CH:18][CH:17]=[CH:16][CH:15]=1.[P:46]([O-:50])([O-:49])([O-:48])=[O:47].C([N:58](C(OC(C)(C)C)=O)[C:59]1[CH:64]=[CH:63][N:62](CC(O)=O)[C:61](=[O:69])[N:60]=1)(OC(C)(C)C)=O, predict the reaction product. The product is: [NH:62]1[CH:63]=[CH:64][C:59]([NH2:58])=[N:60][C:61]1=[O:69].[NH2:11][C@H:12]([C:20]([NH:22][C@H:23]([C:31]([NH:33][C@H:34]([C:43]([OH:45])=[O:44])[CH2:35][C:36]1[CH:41]=[CH:40][C:39]([OH:42])=[CH:38][CH:37]=1)=[O:32])[CH2:24][C:25]1[CH:30]=[CH:29][CH:28]=[CH:27][CH:26]=1)=[O:21])[CH2:13][C:14]1[CH:15]=[CH:16][CH:17]=[CH:18][CH:19]=1.[P:46]([O-:50])([O-:49])([O-:48])=[O:47]. (5) The product is: [Br:1][C:2]1[CH:10]=[CH:9][C:5]([C:6]([N:14]([CH2:15][CH3:16])[CH2:12][CH3:13])=[O:8])=[C:4]([F:11])[CH:3]=1. Given the reactants [Br:1][C:2]1[CH:10]=[CH:9][C:5]([C:6]([OH:8])=O)=[C:4]([F:11])[CH:3]=1.[CH2:12]([NH:14][CH2:15][CH3:16])[CH3:13], predict the reaction product. (6) Given the reactants [Cl-].[C:2]([O:7][C@H:8]1[C@H:16]([CH3:17])[O:15][C:14](=[O:18])[C@@H:13]([NH3+:19])[CH2:12][O:11][CH2:10][C@@H:9]1[CH2:20][C:21]1[C:30]2[C:25](=[CH:26][CH:27]=[CH:28][CH:29]=2)[CH:24]=[CH:23][CH:22]=1)(=[O:6])[CH:3]([CH3:5])[CH3:4].C1CN([P+](ON2N=NC3C=CC=CC2=3)(N2CCCC2)N2CCCC2)CC1.F[P-](F)(F)(F)(F)F.[OH:64][C:65]1[C:66]([C:73](O)=[O:74])=[N:67][CH:68]=[CH:69][C:70]=1[O:71][CH3:72].C(N(C(C)C)C(C)C)C, predict the reaction product. The product is: [C:2]([O:7][C@@H:8]1[C@@H:9]([CH2:20][C:21]2[C:30]3[C:25](=[CH:26][CH:27]=[CH:28][CH:29]=3)[CH:24]=[CH:23][CH:22]=2)[CH2:10][O:11][CH2:12][C@H:13]([NH:19][C:73](=[O:74])[C:66]2[C:65]([OH:64])=[C:70]([O:71][CH3:72])[CH:69]=[CH:68][N:67]=2)[C:14](=[O:18])[O:15][C@H:16]1[CH3:17])(=[O:6])[CH:3]([CH3:5])[CH3:4]. (7) Given the reactants [Br:1][C:2]1[CH:7]=[CH:6][C:5]([C:8]([NH:10][C:11]2[O:15][C:14]([CH3:16])=[N:13][C:12]=2[C:17]([O:19]CC)=[O:18])=[O:9])=[CH:4][CH:3]=1.O([Si](C)(C)C)[K], predict the reaction product. The product is: [Br:1][C:2]1[CH:3]=[CH:4][C:5]([C:8]([NH:10][C:11]2[O:15][C:14]([CH3:16])=[N:13][C:12]=2[C:17]([OH:19])=[O:18])=[O:9])=[CH:6][CH:7]=1.